Dataset: Peptide-MHC class II binding affinity with 134,281 pairs from IEDB. Task: Regression. Given a peptide amino acid sequence and an MHC pseudo amino acid sequence, predict their binding affinity value. This is MHC class II binding data. (1) The peptide sequence is KEKVYLSWVPAHKGIGGNE. The MHC is DRB1_1302 with pseudo-sequence DRB1_1302. The binding affinity (normalized) is 0.293. (2) The peptide sequence is EKKYFAATQFEPLWA. The MHC is HLA-DQA10501-DQB10301 with pseudo-sequence HLA-DQA10501-DQB10301. The binding affinity (normalized) is 0.258. (3) The peptide sequence is QVAQYKALPVVLENA. The MHC is DRB4_0101 with pseudo-sequence DRB4_0103. The binding affinity (normalized) is 0.310.